Dataset: Forward reaction prediction with 1.9M reactions from USPTO patents (1976-2016). Task: Predict the product of the given reaction. (1) Given the reactants [NH:1]1[CH2:6][CH2:5][CH2:4][C@H:3]([NH:7]C(=O)OC(C)(C)C)[CH2:2]1.Br[C:16]1[C:17](=[O:24])[N:18]([CH3:23])[CH:19]=[C:20](Br)[N:21]=1.Cl[C:26]1[N:31]=[CH:30][C:29]2[CH:32]=[N:33][NH:34][C:28]=2[CH:27]=1.[CH3:35][N:36]1[CH:40]=[C:39](B2OC(C)(C)C(C)(C)O2)[CH:38]=[N:37]1, predict the reaction product. The product is: [NH2:7][C@H:3]1[CH2:4][CH2:5][CH2:6][N:1]([C:16]2[C:17](=[O:24])[N:18]([CH3:23])[CH:19]=[C:20]([N:34]3[C:28]4[CH:27]=[C:26]([C:39]5[CH:38]=[N:37][N:36]([CH3:35])[CH:40]=5)[N:31]=[CH:30][C:29]=4[CH:32]=[N:33]3)[N:21]=2)[CH2:2]1. (2) Given the reactants Br[CH2:2][C:3]1[CH:7]=[C:6]([CH3:8])[O:5][N:4]=1.C([O-])([O-])=O.[Cs+].[Cs+].[Cl:15][C:16]1[CH:42]=[CH:41][CH:40]=[C:39]([F:43])[C:17]=1[CH2:18][N:19]1[C:24]2[CH:25]=[CH:26][CH:27]=[CH:28][C:23]=2[S:22](=[O:30])(=[O:29])[N:21](CC2C=CC=CN=2)[C:20]1=[O:38], predict the reaction product. The product is: [Cl:15][C:16]1[CH:42]=[CH:41][CH:40]=[C:39]([F:43])[C:17]=1[CH2:18][N:19]1[C:24]2[CH:25]=[CH:26][CH:27]=[CH:28][C:23]=2[S:22](=[O:30])(=[O:29])[N:21]([CH2:2][C:3]2[CH:7]=[C:6]([CH3:8])[O:5][N:4]=2)[C:20]1=[O:38]. (3) Given the reactants O.[Cl-].[NH4+].[N+:4]([C:7]1[CH:16]=[CH:15][C:10]([C:11]([O:13][CH3:14])=[O:12])=[C:9]([N:17]2[CH2:21][CH2:20][O:19][C:18]2=[O:22])[CH:8]=1)([O-])=O, predict the reaction product. The product is: [NH2:4][C:7]1[CH:16]=[CH:15][C:10]([C:11]([O:13][CH3:14])=[O:12])=[C:9]([N:17]2[CH2:21][CH2:20][O:19][C:18]2=[O:22])[CH:8]=1. (4) Given the reactants [C:1](Cl)(=[O:8])[C:2]1[CH:7]=[CH:6][CH:5]=[N:4][CH:3]=1.[CH2:10]([NH:17][C:18]([C:20]1[S:24][C:23]([NH2:25])=[N:22][C:21]=1[CH3:26])=[O:19])[C:11]1[CH:16]=[CH:15][CH:14]=[CH:13][CH:12]=1, predict the reaction product. The product is: [CH2:10]([NH:17][C:18]([C:20]1[S:24][C:23]([NH:25][C:1](=[O:8])[C:2]2[CH:7]=[CH:6][CH:5]=[N:4][CH:3]=2)=[N:22][C:21]=1[CH3:26])=[O:19])[C:11]1[CH:16]=[CH:15][CH:14]=[CH:13][CH:12]=1. (5) Given the reactants [NH2:1][C:2]1[N:10]=[C:9]([CH2:11][CH2:12][CH2:13][CH2:14][OH:15])[N:8]=[C:7]2[C:3]=1[N:4]=[C:5](Br)[N:6]2[CH3:16].C([O-])([O-])=O.[Cs+].[Cs+].[NH:24]1[CH:28]=[CH:27][N:26]=[N:25]1, predict the reaction product. The product is: [NH2:1][C:2]1[N:10]=[C:9]([CH2:11][CH2:12][CH2:13][CH2:14][OH:15])[N:8]=[C:7]2[C:3]=1[N:4]=[C:5]([N:25]1[N:26]=[CH:27][CH:28]=[N:24]1)[N:6]2[CH3:16]. (6) Given the reactants Br[C:2]1[CH:3]=[C:4]([CH2:9][N:10]([CH2:19][C:20]2[C:21]([NH:33][CH:34]3[CH2:39][CH2:38][O:37][CH2:36][CH2:35]3)=[C:22]3[CH:30]=[N:29][N:28]([CH2:31][CH3:32])[C:23]3=[N:24][C:25]=2[CH2:26][CH3:27])[C:11]([C:13]2([C:16]([NH2:18])=[O:17])[CH2:15][CH2:14]2)=[O:12])[CH:5]=[CH:6][C:7]=1[CH3:8].[CH3:40][N:41]1[CH2:46][CH2:45][CH:44]([CH2:47][C:48]2[CH:53]=[CH:52][CH:51]=[C:50](B3OC(C)(C)C(C)(C)O3)[CH:49]=2)[CH2:43][CH2:42]1.C([O-])([O-])=O.[Na+].[Na+], predict the reaction product. The product is: [CH2:31]([N:28]1[C:23]2=[N:24][C:25]([CH2:26][CH3:27])=[C:20]([CH2:19][N:10]([CH2:9][C:4]3[CH:3]=[C:2]([C:52]4[CH:51]=[CH:50][CH:49]=[C:48]([CH2:47][CH:44]5[CH2:45][CH2:46][N:41]([CH3:40])[CH2:42][CH2:43]5)[CH:53]=4)[C:7]([CH3:8])=[CH:6][CH:5]=3)[C:11]([C:13]3([C:16]([NH2:18])=[O:17])[CH2:15][CH2:14]3)=[O:12])[C:21]([NH:33][CH:34]3[CH2:39][CH2:38][O:37][CH2:36][CH2:35]3)=[C:22]2[CH:30]=[N:29]1)[CH3:32]. (7) Given the reactants [CH3:1][N:2]1[CH2:7][CH2:6][NH:5][CH2:4][CH2:3]1.[Cl:8][C:9]1[C:10]([C:28]2[CH:29]=[N:30][N:31]3[CH:36]=[CH:35][CH:34]=[CH:33][C:32]=23)=[N:11][C:12]([NH:15][C:16]2[CH:21]=[C:20]([N+:22]([O-:24])=[O:23])[C:19](F)=[CH:18][C:17]=2[O:26][CH3:27])=[N:13][CH:14]=1, predict the reaction product. The product is: [Cl:8][C:9]1[C:10]([C:28]2[CH:29]=[N:30][N:31]3[CH:36]=[CH:35][CH:34]=[CH:33][C:32]=23)=[N:11][C:12]([NH:15][C:16]2[CH:21]=[C:20]([N+:22]([O-:24])=[O:23])[C:19]([N:5]3[CH2:6][CH2:7][N:2]([CH3:1])[CH2:3][CH2:4]3)=[CH:18][C:17]=2[O:26][CH3:27])=[N:13][CH:14]=1. (8) Given the reactants [N:1]([CH2:4][C:5]1([CH3:24])[CH2:10][CH2:9][CH:8]([S:11]([C:14]2[CH:19]=[CH:18][CH:17]=[C:16]([C:20]([F:23])([F:22])[F:21])[CH:15]=2)(=[O:13])=[O:12])[CH2:7][CH2:6]1)=[N+]=[N-], predict the reaction product. The product is: [CH3:24][C:5]1([CH2:4][NH2:1])[CH2:10][CH2:9][CH:8]([S:11]([C:14]2[CH:19]=[CH:18][CH:17]=[C:16]([C:20]([F:23])([F:21])[F:22])[CH:15]=2)(=[O:13])=[O:12])[CH2:7][CH2:6]1.